From a dataset of Catalyst prediction with 721,799 reactions and 888 catalyst types from USPTO. Predict which catalyst facilitates the given reaction. Reactant: C(OC([N:8]1[CH2:13][CH2:12][CH:11]([C:14]2[CH:19]=[CH:18][C:17]([S:20]([CH3:23])(=[O:22])=[O:21])=[CH:16][CH:15]=2)[CH2:10][CH2:9]1)=O)(C)(C)C.C(O)(C(F)(F)F)=O. Product: [CH3:23][S:20]([C:17]1[CH:16]=[CH:15][C:14]([CH:11]2[CH2:12][CH2:13][NH:8][CH2:9][CH2:10]2)=[CH:19][CH:18]=1)(=[O:22])=[O:21]. The catalyst class is: 2.